From a dataset of Full USPTO retrosynthesis dataset with 1.9M reactions from patents (1976-2016). Predict the reactants needed to synthesize the given product. Given the product [CH:1]1([C@H:5]([NH:7][C:8]2[N:16]=[C:15]([C:17]([OH:19])=[O:18])[N:14]=[C:13]3[C:9]=2[N:10]([CH2:33][C:34]2[CH:39]=[CH:38][C:37]([C:40]([F:41])([F:42])[F:43])=[CH:36][CH:35]=2)[C:11]([C:21](=[O:32])[NH:22][C@H:23]([C:26]2[CH:31]=[CH:30][CH:29]=[CH:28][CH:27]=2)[CH2:24][OH:25])=[N:12]3)[CH3:6])[CH2:2][CH2:3][CH2:4]1, predict the reactants needed to synthesize it. The reactants are: [CH:1]1([C@H:5]([NH:7][C:8]2[N:16]=[C:15]([C:17]([O:19]C)=[O:18])[N:14]=[C:13]3[C:9]=2[N:10]([CH2:33][C:34]2[CH:39]=[CH:38][C:37]([C:40]([F:43])([F:42])[F:41])=[CH:36][CH:35]=2)[C:11]([C:21](=[O:32])[NH:22][C@H:23]([C:26]2[CH:31]=[CH:30][CH:29]=[CH:28][CH:27]=2)[CH2:24][OH:25])=[N:12]3)[CH3:6])[CH2:4][CH2:3][CH2:2]1.C1([C@H](NC2N=C(C(O)=O)N=C3C=2N(CC2C=CC(C(F)(F)F)=CC=2)C(=[CH2+][C@H](C2C=CC=CC=2)CO)N3)C)CCC1.